Predict the reactants needed to synthesize the given product. From a dataset of Full USPTO retrosynthesis dataset with 1.9M reactions from patents (1976-2016). Given the product [OH:17][CH:13]1[CH2:14][CH2:15][CH2:16][CH:11]([NH:10][C:8]([NH:7][C:1]2[CH:6]=[CH:5][CH:4]=[CH:3][CH:2]=2)=[O:9])[CH2:12]1, predict the reactants needed to synthesize it. The reactants are: [C:1]1([N:7]=[C:8]=[O:9])[CH:6]=[CH:5][CH:4]=[CH:3][CH:2]=1.[NH2:10][CH:11]1[CH2:16][CH2:15][CH2:14][CH:13]([OH:17])[CH2:12]1.